Dataset: Catalyst prediction with 721,799 reactions and 888 catalyst types from USPTO. Task: Predict which catalyst facilitates the given reaction. (1) Reactant: [CH2:1]([O:3][C:4]([C:6]1[CH:14]=[C:13]2[C:9]([C:10]([C:25](O)=[O:26])=[C:11]([CH:22]([CH3:24])[CH3:23])[N:12]2[CH2:15][C:16]2[CH:21]=[CH:20][CH:19]=[CH:18][N:17]=2)=[CH:8][CH:7]=1)=[O:5])[CH3:2].C(Cl)CCl.[F:32][C:33]1[CH:34]=[C:35]([CH:38]=[C:39]([F:41])[CH:40]=1)[CH2:36][NH2:37]. Product: [CH2:1]([O:3][C:4]([C:6]1[CH:14]=[C:13]2[C:9]([C:10]([C:25](=[O:26])[NH:37][CH2:36][C:35]3[CH:34]=[C:33]([F:32])[CH:40]=[C:39]([F:41])[CH:38]=3)=[C:11]([CH:22]([CH3:24])[CH3:23])[N:12]2[CH2:15][C:16]2[CH:21]=[CH:20][CH:19]=[CH:18][N:17]=2)=[CH:8][CH:7]=1)=[O:5])[CH3:2]. The catalyst class is: 64. (2) Reactant: [NH2:1][C:2]([C:28]1[NH:32][C:31]2[CH:33]=[CH:34][C:35]([C:37]#[N:38])=[CH:36][C:30]=2[N:29]=1)([C:7]1[C:15]([Br:16])=[CH:14][C:13]([CH3:17])=[C:12]2[C:8]=1[CH:9]=[CH:10][N:11]2S(C1C=CC(C)=CC=1)(=O)=O)[C:3]([F:6])([F:5])[F:4].[O-]CC.[Na+]. Product: [NH2:1][C:2]([C:28]1[NH:32][C:31]2[CH:33]=[CH:34][C:35]([C:37]#[N:38])=[CH:36][C:30]=2[N:29]=1)([C:7]1[C:15]([Br:16])=[CH:14][C:13]([CH3:17])=[C:12]2[C:8]=1[CH:9]=[CH:10][NH:11]2)[C:3]([F:5])([F:4])[F:6]. The catalyst class is: 14. (3) Reactant: [C:1]([O:5][C:6]([N:8]([CH2:16][C:17]1[CH:22]=[CH:21][CH:20]=[CH:19][C:18]=1[O:23]CC1C=CC=CC=1)[C:9]([O:11][C:12]([CH3:15])([CH3:14])[CH3:13])=[O:10])=[O:7])([CH3:4])([CH3:3])[CH3:2]. Product: [OH:23][C:18]1[CH:19]=[CH:20][CH:21]=[CH:22][C:17]=1[CH2:16][N:8]([C:6]([O:5][C:1]([CH3:3])([CH3:2])[CH3:4])=[O:7])[C:9]([O:11][C:12]([CH3:15])([CH3:13])[CH3:14])=[O:10]. The catalyst class is: 403. (4) Reactant: C(N(CC)CC)C.CN(C)C=O.Cl[C:14]1[CH:19]=[CH:18][C:17]([N+:20]([O-:22])=[O:21])=[CH:16][N:15]=1.Cl.[C:24]1([NH2:31])[CH:29]=[CH:28][C:27]([NH2:30])=[CH:26][CH:25]=1. Product: [N+:20]([C:17]1[CH:18]=[CH:19][C:14]([NH:30][C:27]2[CH:28]=[CH:29][C:24]([NH2:31])=[CH:25][CH:26]=2)=[N:15][CH:16]=1)([O-:22])=[O:21]. The catalyst class is: 6.